Predict the reactants needed to synthesize the given product. From a dataset of Full USPTO retrosynthesis dataset with 1.9M reactions from patents (1976-2016). (1) Given the product [F:14][C:8]1[CH:9]=[C:10]([F:13])[CH:11]=[CH:12][C:7]=1[O:6][C:5]1[C:4]([OH:3])=[N:36][C:34]([S:33][CH3:32])=[N:35][CH:37]=1, predict the reactants needed to synthesize it. The reactants are: C([O:3][C:4](=O)[CH2:5][O:6][C:7]1[CH:12]=[CH:11][C:10]([F:13])=[CH:9][C:8]=1[F:14])C.C(OCC)=O.[H-].[Na+].[O-]CC.[Na+].S(O)(O)(=O)=O.[CH3:32][S:33][C:34](=[NH:36])[NH2:35].[CH3:37]SC(=N)N. (2) Given the product [CH3:1][O:2][C:3]([C:4]1([CH3:7])[CH2:5][O:6][C:19]([CH3:21])([CH3:20])[N:8]1[C:9]([O:11][C:12]([CH3:15])([CH3:14])[CH3:13])=[O:10])=[O:16], predict the reactants needed to synthesize it. The reactants are: [CH3:1][O:2][C:3](=[O:16])[C:4]([NH:8][C:9]([O:11][C:12]([CH3:15])([CH3:14])[CH3:13])=[O:10])([CH3:7])[CH2:5][OH:6].CO[C:19](OC)([CH3:21])[CH3:20].B(F)(F)F.CCOCC. (3) Given the product [CH3:1][O:25][C:24](=[O:26])[C@H:18]([CH:19]([CH2:20][CH3:21])[CH2:22][CH3:23])[NH:17][S:14]([C:12]1[S:13][C:9]([Cl:8])=[CH:10][CH:11]=1)(=[O:15])=[O:16], predict the reactants needed to synthesize it. The reactants are: [CH3:1][Si](C=[N+]=[N-])(C)C.[Cl:8][C:9]1[S:13][C:12]([S:14]([NH:17][C@H:18]([C:24]([OH:26])=[O:25])[CH:19]([CH2:22][CH3:23])[CH2:20][CH3:21])(=[O:16])=[O:15])=[CH:11][CH:10]=1. (4) Given the product [NH2:1][C:2]1[C:3]([N+:10]([O-:12])=[O:11])=[C:4]([CH2:5][OH:6])[CH:7]=[CH:8][N:9]=1, predict the reactants needed to synthesize it. The reactants are: [NH2:1][C:2]1[C:3]([N+:10]([O-:12])=[O:11])=[C:4]([CH:7]=[CH:8][N:9]=1)[CH:5]=[O:6].[BH4-].[Na+]. (5) Given the product [Cl:24][C:21]1[CH:20]=[CH:19][C:18]([C:16]([C@@H:14]([C@H:13]2[N:10]([CH2:9][C:6]([O:8][CH2:36][O:35][C:29](=[O:34])[C:30]([CH3:33])([CH3:32])[CH3:31])=[O:7])[C:11](=[O:28])[C@@H:12]2[C@H:25]([OH:27])[CH3:26])[CH3:15])=[S:17])=[CH:23][CH:22]=1, predict the reactants needed to synthesize it. The reactants are: CN(C)C=O.[C:6]([CH2:9][N:10]1[C@H:13]([C@H:14]([C:16]([C:18]2[CH:23]=[CH:22][C:21]([Cl:24])=[CH:20][CH:19]=2)=[S:17])[CH3:15])[C@@H:12]([C@H:25]([OH:27])[CH3:26])[C:11]1=[O:28])([OH:8])=[O:7].[C:29]([O:35][CH2:36]Cl)(=[O:34])[C:30]([CH3:33])([CH3:32])[CH3:31].[I-].[Na+].C(N(C(C)C)CC)(C)C.